Dataset: Full USPTO retrosynthesis dataset with 1.9M reactions from patents (1976-2016). Task: Predict the reactants needed to synthesize the given product. (1) The reactants are: [NH2:1][C@H:2]([C:4]1[N:9]([C:10]2[CH:15]=[CH:14][CH:13]=[CH:12][CH:11]=2)[C:8](=[O:16])[C:7]2=[C:17]([CH3:20])[CH:18]=[CH:19][N:6]2[N:5]=1)[CH3:3].[NH2:21][C:22]1[C:27]([C:28]([NH:30][C:31]2[CH:36]=[CH:35][C:34]([C:37]3[O:41][CH:40]=[N:39][CH:38]=3)=[C:33]([OH:42])[CH:32]=2)=[O:29])=[C:26](Br)[N:25]=[CH:24][N:23]=1.CCN(C(C)C)C(C)C.[F-].[Cs+]. Given the product [NH2:21][C:22]1[C:27]([C:28]([NH:30][C:31]2[CH:36]=[CH:35][C:34]([C:37]3[O:41][CH:40]=[N:39][CH:38]=3)=[C:33]([OH:42])[CH:32]=2)=[O:29])=[C:26]([NH:1][C@H:2]([C:4]2[N:9]([C:10]3[CH:15]=[CH:14][CH:13]=[CH:12][CH:11]=3)[C:8](=[O:16])[C:7]3=[C:17]([CH3:20])[CH:18]=[CH:19][N:6]3[N:5]=2)[CH3:3])[N:25]=[CH:24][N:23]=1, predict the reactants needed to synthesize it. (2) Given the product [N:3]1([C:10](=[O:11])[CH2:9][Cl:8])[CH2:4][CH2:5][CH2:14][CH2:13][CH2:7][CH2:6]1, predict the reactants needed to synthesize it. The reactants are: C([N:3]([CH2:6][CH3:7])[CH2:4][CH3:5])C.[Cl:8][CH2:9][C:10](Cl)=[O:11].[C:13](O)(=O)[CH2:14]C(CC(O)=O)(C(O)=O)O. (3) Given the product [OH:1][CH:2]([CH3:11])[CH2:3][N:4]1[C:8](=[O:9])[CH:7]=[CH:6][C:5]1=[O:10].[C:5]1(=[O:10])[NH:4][C:8](=[O:9])[CH:7]=[CH:6]1, predict the reactants needed to synthesize it. The reactants are: [OH:1][CH:2]([CH3:11])[CH2:3][N:4]1[C:8](=[O:9])[CH:7]=[CH:6][C:5]1=[O:10].C(O)(=O)CCCCCCCCC(O)=O.O.C1(C)C=CC(S(O)(=O)=O)=CC=1.C1(C)C=CC=CC=1.